This data is from Catalyst prediction with 721,799 reactions and 888 catalyst types from USPTO. The task is: Predict which catalyst facilitates the given reaction. (1) Product: [NH2:1][C:2]1[C:10]2[C:9]([CH3:11])=[C:8]([CH3:12])[N:7]=[N:6][C:5]=2[S:4][C:3]=1[C:13]([NH:16][CH:17]1[CH2:18][N:19]([C:21]([O:23][C:24]([CH3:27])([CH3:26])[CH3:25])=[O:22])[CH2:20]1)=[O:15]. The catalyst class is: 3. Reactant: [NH2:1][C:2]1[C:10]2[C:9]([CH3:11])=[C:8]([CH3:12])[N:7]=[N:6][C:5]=2[S:4][C:3]=1[C:13]([OH:15])=O.[NH2:16][CH:17]1[CH2:20][N:19]([C:21]([O:23][C:24]([CH3:27])([CH3:26])[CH3:25])=[O:22])[CH2:18]1.CCN(C(C)C)C(C)C.F[P-](F)(F)(F)(F)F.N1(OC(N(C)C)=[N+](C)C)C2N=CC=CC=2N=N1.[OH-].[Na+]. (2) Reactant: [Br:1][C:2]1[CH:32]=[CH:31][C:30]([O:33][CH3:34])=[CH:29][C:3]=1[CH2:4][CH:5]1[CH2:10][CH2:9][N:8]([CH2:11][CH:12]2[CH2:21][C:20]3[C:15](=[CH:16][CH:17]=[CH:18][CH:19]=3)[N:14](C(OC(C)(C)C)=O)[CH2:13]2)[CH2:7][CH2:6]1.[ClH:35].O1CCOCC1. Product: [ClH:35].[ClH:35].[Br:1][C:2]1[CH:32]=[CH:31][C:30]([O:33][CH3:34])=[CH:29][C:3]=1[CH2:4][CH:5]1[CH2:6][CH2:7][N:8]([CH2:11][CH:12]2[CH2:21][C:20]3[C:15](=[CH:16][CH:17]=[CH:18][CH:19]=3)[NH:14][CH2:13]2)[CH2:9][CH2:10]1. The catalyst class is: 15. (3) Reactant: Cl[CH2:2][CH2:3][O:4][C:5]([S:7][C:8]1[CH:13]=[CH:12][C:11]([CH3:14])=[CH:10][CH:9]=1)=[O:6].[I-:15].[Na+]. Product: [CH3:14][C:11]1[CH:12]=[CH:13][C:8]([S:7][C:5]([O:4][CH2:3][CH2:2][I:15])=[O:6])=[CH:9][CH:10]=1. The catalyst class is: 10. (4) Product: [CH2:1]([O:8][C:9]1[CH:14]=[CH:13][C:12]([C:15]#[N:16])=[CH:11][C:10]=1[CH:17]([NH2:25])[CH2:18][C:19]1[CH:24]=[CH:23][CH:22]=[CH:21][CH:20]=1)[C:2]1[CH:3]=[CH:4][CH:5]=[CH:6][CH:7]=1. The catalyst class is: 12. Reactant: [CH2:1]([O:8][C:9]1[CH:14]=[CH:13][C:12]([C:15]#[N:16])=[CH:11][C:10]=1[CH:17]([NH:25]C(OC(C)(C)C)=O)[CH2:18][C:19]1[CH:24]=[CH:23][CH:22]=[CH:21][CH:20]=1)[C:2]1[CH:7]=[CH:6][CH:5]=[CH:4][CH:3]=1.Cl. (5) Reactant: C(OC(=O)[NH:7][C:8]1[CH:13]=[C:12]([N:14]([CH3:16])[CH3:15])[C:11]([C:17]([F:20])([F:19])[F:18])=[CH:10][C:9]=1[NH:21][C:22](=[O:37])[CH2:23][C:24](=O)[C:25]1[CH:30]=[CH:29][CH:28]=[C:27]([N:31]2[CH:35]=[N:34][N:33]=[CH:32]2)[CH:26]=1)(C)(C)C.C(O)(C(F)(F)F)=O. Product: [CH3:15][N:14]([CH3:16])[C:12]1[C:11]([C:17]([F:20])([F:18])[F:19])=[CH:10][C:9]2[NH:21][C:22](=[O:37])[CH2:23][C:24]([C:25]3[CH:30]=[CH:29][CH:28]=[C:27]([N:31]4[CH:35]=[N:34][N:33]=[CH:32]4)[CH:26]=3)=[N:7][C:8]=2[CH:13]=1. The catalyst class is: 2.